Dataset: Experimentally validated miRNA-target interactions with 360,000+ pairs, plus equal number of negative samples. Task: Binary Classification. Given a miRNA mature sequence and a target amino acid sequence, predict their likelihood of interaction. (1) The protein sequence of the target gene is MSSQQYQQQRRKFAAAFLALIFILAAVDTAEAGKKEKPEKKVKKSDCGEWQWSVCVPTSGDCGLGTREGTRTGAECKQTMKTQRCKIPCNWKKQFGAECKYQFQAWGECDLNTALKTRTGSLKRALHNADCQKTVTISKPCGKLTKPKPQAESKKKKKEGKKQEKMLD. The miRNA is hsa-miR-188-3p with sequence CUCCCACAUGCAGGGUUUGCA. Result: 0 (no interaction). (2) The miRNA is cel-miR-124-3p with sequence UAAGGCACGCGGUGAAUGCCA. The protein sequence of the target gene is MCRDEPDTMILTQIEAKEACDWLRVTGFPQYAQLYEDLLFPVDIALVKREHDFLDRDAIEALCRRLNTLNKCAVMKLEISPHRKRSEDSDEDEPCAISGKWTFQRDSKRWSRLEEFDVFFPKQDPIPGSPDNSRLQSATSHESMLTDLSEHQEVASVRSLSSTSSSVPTHAAHSGDATTPRTNSVISVCSSGHFVGNDDSFSSLPSPKELSSFSFSMKGHHEKNTKSKTRSLLKRMESLKLKGSHHSKHKAPSKLGLIISAPILQEGMDEAKLKQLNCVEISALNGNHINVPMVRKRSVS.... Result: 0 (no interaction). (3) The miRNA is hsa-miR-1976 with sequence CCUCCUGCCCUCCUUGCUGU. The protein sequence of the target gene is MLWEETGAAPAPARASDLPYRISSDHLKKEEKMTMMAHQYPSWIFINEKTFITREQLNSLLKTYNIFYENQKNLHILYGETEDGKLIVEGMLDIFWGVKRPIQLKIQDEKPFSSFTSMKSSDVFSSKGMTRWGEFDDLYRISELDRTQIPMSEKRNSQEDYLSYHSNTLKPHAKDEPDSPVLYRTMSEAALVRKRMKPLMMDRKERQKNRASINGHFYNHETSIFIPAFESETKVRVNSNMRTEEVIKQLLQKFKIENSPQDFALHIIFATGEQRRLKKTDIPLLQRLLQGPSEKNARIF.... Result: 1 (interaction). (4) The miRNA is hsa-miR-513c-5p with sequence UUCUCAAGGAGGUGUCGUUUAU. Result: 1 (interaction). The protein sequence of the target gene is MATNWGSLLQDKQQLEELARQAVDRALAEGVLLRTSQEPTSSEVVSYAPFTLFPSLVPSALLEQAYAVQMDFNLLVDAVSQNAAFLEQTLSSTIKQDDFTARLFDIHKQVLKEGIAQTVFLGLNRSDYMFQRSADGSPALKQIEINTISASFGGLASRTPAVHRHVLSVLSKTKEAGKILSNNPSKGLALGIAKAWELYGSPNALVLLIAQEKERNIFDQRAIENELLARNIHVIRRTFEDISEKGSLDQDRRLFVDGQEIAVVYFRDGYMPRQYSLQNWEARLLLERSHAAKCPDIATQ.... (5) The miRNA is mmu-miR-709 with sequence GGAGGCAGAGGCAGGAGGA. The protein sequence of the target gene is MGRKKIQITRIMDERNRQVTFTKRKFGLMKKAYELSVLCDCEIALIIFNSSNKLFQYASTDMDKVLLKYTEYNEPHESRTNSDIVEALNKKEHRGCDSPDPDTSYVLTPHTEEKYKKINEEFDNMMRNHKIAPGLPPQNFSMSVTVPVTSPNALSYTNPGSSLVSPSLAASSTLTDSSMLSPPQTTLHRNVSPGAPQRPPSTGNAGGMLSTTDLTVPNGAGSSPVGNGFVNSRASPNLIGATGANSLGKVMPTKSPPPPGGGNLGMNSRKPDLRVVIPPSSKGMMPPLSEEEELELNTQR.... Result: 0 (no interaction). (6) The miRNA is hsa-miR-4717-3p with sequence ACACAUGGGUGGCUGUGGCCU. Result: 0 (no interaction). The protein sequence of the target gene is MEDERGRERGGDAAQQKTPRPECEESRPLSVEKKQRCRLDGKETDGSKFISSNGSDFSDPVYKEIAMTNGCINRMSKEELRAKLSEFKLETRGVKDVLKKRLKNYYKKQKLMLKESSAGDSYYDYICIIDFEATCEEGNPAEFLHEIIEFPVVLLNTHTLEIEDTFQQYVRPEVNAQLSEFCIGLTGITQDQVDRADAFPQVLKKVIEWMKSKELGTKYKYCILTDGSWDMSKFLSIQCRLSRLKHPAFAKKWINIRKSYGNFYKVPRSQTKLTIMLEKLGMDYDGRPHSGLDDSKNIAR....